This data is from Reaction yield outcomes from USPTO patents with 853,638 reactions. The task is: Predict the reaction yield, written as a fraction of the theoretical maximum amount of product (1.0 means a 100% yield; for example, 0.34 means a 34% yield). (1) The catalyst is CN(C=O)C.[Cu]I.C1C=CC([P]([Pd]([P](C2C=CC=CC=2)(C2C=CC=CC=2)C2C=CC=CC=2)([P](C2C=CC=CC=2)(C2C=CC=CC=2)C2C=CC=CC=2)[P](C2C=CC=CC=2)(C2C=CC=CC=2)C2C=CC=CC=2)(C2C=CC=CC=2)C2C=CC=CC=2)=CC=1. The reactants are [CH3:1][N:2]1[C:6]([Sn](CCCC)(CCCC)CCCC)=[C:5]([CH3:20])[N:4]=[N:3]1.Br[C:22]1[CH:34]=[N:33][C:32]2[C:31]3[C:26](=[C:27]([C:36]([O:38][CH3:39])=[O:37])[CH:28]=[CH:29][C:30]=3[F:35])[NH:25][C:24]=2[CH:23]=1. The yield is 0.560. The product is [CH3:1][N:2]1[C:6]([C:22]2[CH:34]=[N:33][C:32]3[C:31]4[C:26](=[C:27]([C:36]([O:38][CH3:39])=[O:37])[CH:28]=[CH:29][C:30]=4[F:35])[NH:25][C:24]=3[CH:23]=2)=[C:5]([CH3:20])[N:4]=[N:3]1. (2) The reactants are [Br:1][C:2]1[C:7](=[O:8])[N:6]([CH2:9][C:10](=S)[NH:11][CH2:12][C:13]2[CH:18]=[CH:17][N:16]=[CH:15][CH:14]=2)[N:5]=[CH:4][C:3]=1[NH:20][C@@H:21]1[CH2:26][C@@H:25]2[CH2:27][C@@H:23]([C:24]2([CH3:29])[CH3:28])[C@H:22]1[CH3:30].[N:31]([Si](C)(C)C)=[N+:32]=[N-:33].C(OCC)(=O)C. The catalyst is ClCCl.[Fe](Cl)(Cl)Cl. The product is [Br:1][C:2]1[C:7](=[O:8])[N:6]([CH2:9][C:10]2[N:11]([CH2:12][C:13]3[CH:18]=[CH:17][N:16]=[CH:15][CH:14]=3)[N:33]=[N:32][N:31]=2)[N:5]=[CH:4][C:3]=1[NH:20][C@@H:21]1[CH2:26][C@@H:25]2[CH2:27][C@@H:23]([C:24]2([CH3:29])[CH3:28])[C@H:22]1[CH3:30]. The yield is 0.240.